From a dataset of Full USPTO retrosynthesis dataset with 1.9M reactions from patents (1976-2016). Predict the reactants needed to synthesize the given product. Given the product [CH3:1][O:2][C:3](=[O:24])[C@H:4]([CH:21]([CH3:22])[CH3:23])[N:5]([CH2:6][C:7]1[CH:12]=[CH:11][C:10]([C:13]2[CH:18]=[CH:17][CH:16]=[CH:15][C:14]=2[C:19]#[N:20])=[CH:9][CH:8]=1)[C:25](=[O:30])[CH2:26][CH2:27][CH2:28][CH3:29], predict the reactants needed to synthesize it. The reactants are: [CH3:1][O:2][C:3](=[O:24])[C@H:4]([CH:21]([CH3:23])[CH3:22])[NH:5][CH2:6][C:7]1[CH:12]=[CH:11][C:10]([C:13]2[CH:18]=[CH:17][CH:16]=[CH:15][C:14]=2[C:19]#[N:20])=[CH:9][CH:8]=1.[C:25](Cl)(=[O:30])[CH2:26][CH2:27][CH2:28][CH3:29].